From a dataset of Catalyst prediction with 721,799 reactions and 888 catalyst types from USPTO. Predict which catalyst facilitates the given reaction. (1) Reactant: Br[C:2]1[CH:3]=[C:4]([CH:16]=[C:17]([C:19]2[CH:24]=[CH:23][C:22]([CH3:25])=[CH:21][N:20]=2)[CH:18]=1)[C:5]([NH:7][CH2:8][C:9]1[CH:10]=[N:11][C:12]([CH3:15])=[CH:13][CH:14]=1)=[O:6].[CH3:26][O:27][C:28]1[CH:33]=[CH:32][CH:31]=[CH:30][C:29]=1B(O)O.C(=O)([O-])[O-].[Cs+].[Cs+].O.CN(C)C=O. Product: [CH3:15][C:12]1[N:11]=[CH:10][C:9]([CH2:8][NH:7][C:5]([C:4]2[CH:3]=[C:2]([C:29]3[CH:30]=[CH:31][CH:32]=[CH:33][C:28]=3[O:27][CH3:26])[CH:18]=[C:17]([C:19]3[CH:24]=[CH:23][C:22]([CH3:25])=[CH:21][N:20]=3)[CH:16]=2)=[O:6])=[CH:14][CH:13]=1. The catalyst class is: 682. (2) Reactant: [CH2:1]([C:3]1[NH:4][C:5](=[O:27])[C:6]([CH2:12][C:13]2[CH:18]=[CH:17][C:16]([C:19]3[C:20]([C:25]#[N:26])=[CH:21][CH:22]=[CH:23][CH:24]=3)=[CH:15][CH:14]=2)=[C:7]([CH2:9][CH2:10][CH3:11])[N:8]=1)[CH3:2].[CH:28]([O:31][C:32]1[CH:37]=[CH:36][C:35](B(O)O)=[CH:34][CH:33]=1)([CH3:30])[CH3:29].C(N(CC)CC)C.N1C=CC=CC=1. Product: [CH2:1]([C:3]1[N:4]([C:35]2[CH:36]=[CH:37][C:32]([O:31][CH:28]([CH3:30])[CH3:29])=[CH:33][CH:34]=2)[C:5](=[O:27])[C:6]([CH2:12][C:13]2[CH:18]=[CH:17][C:16]([C:19]3[C:20]([C:25]#[N:26])=[CH:21][CH:22]=[CH:23][CH:24]=3)=[CH:15][CH:14]=2)=[C:7]([CH2:9][CH2:10][CH3:11])[N:8]=1)[CH3:2]. The catalyst class is: 560. (3) Reactant: [C:1]([CH2:6][C:7]([O:9][CH2:10][CH3:11])=[O:8])(=[O:5])[CH:2]([CH3:4])[CH3:3].C(O)[C:13]1[CH:18]=[CH:17]C=[CH:15][CH:14]=1. Product: [CH3:3][CH:2]([CH3:4])[C:1](=[O:5])[CH2:6][C:7]([O:9][CH2:10][C:11]1[CH:17]=[CH:18][CH:13]=[CH:14][CH:15]=1)=[O:8]. The catalyst class is: 11. (4) Reactant: [C:1](Cl)(=[O:7])[O:2][CH2:3][CH2:4][CH2:5][Cl:6].O.Cl.Cl.[CH2:12]1[C:20]2[C:15](=[CH:16][CH:17]=[CH:18][CH:19]=2)[CH2:14][CH:13]1[NH:21][C:22]1[N:23]=[CH:24][C:25]2[CH2:30][NH:29][CH2:28][C:26]=2[N:27]=1.C(N(CC)CC)C. Product: [CH2:14]1[C:15]2[C:20](=[CH:19][CH:18]=[CH:17][CH:16]=2)[CH2:12][CH:13]1[NH:21][C:22]1[N:23]=[CH:24][C:25]2[CH2:30][N:29]([C:1]([O:2][CH2:3][CH2:4][CH2:5][Cl:6])=[O:7])[CH2:28][C:26]=2[N:27]=1. The catalyst class is: 217. (5) Reactant: [CH3:1][C:2]1([CH3:25])[CH2:24][O:23][C:5]2([C:13]3[C:8](=[CH:9][CH:10]=[C:11]([N+:14]([O-])=O)[CH:12]=3)[N:7]([CH2:17][C:18]([O:20][CH3:21])=[O:19])[C:6]2=[O:22])[O:4][CH2:3]1. Product: [NH2:14][C:11]1[CH:12]=[C:13]2[C:8](=[CH:9][CH:10]=1)[N:7]([CH2:17][C:18]([O:20][CH3:21])=[O:19])[C:6](=[O:22])[C:5]12[O:23][CH2:24][C:2]([CH3:25])([CH3:1])[CH2:3][O:4]1. The catalyst class is: 515. (6) Reactant: [CH3:1][CH2:2][CH2:3][C:4]1[C:10]2[C:11]3[O:25][C:24]([CH3:27])([CH3:26])[CH:23]=[CH:22][C:12]=3[C:13]3[O:18][C@@H:17]([CH3:19])[C@H:16]([CH3:20])[C@@H:15]([OH:21])[C:14]=3[C:9]=2[O:8][C:6](=[O:7])[CH:5]=1.CO. Product: [CH3:1][CH2:2][CH2:3][C:4]1[C:10]2[C:11]3[O:25][C:24]([CH3:27])([CH3:26])[CH:23]=[CH:22][C:12]=3[C:13]3[O:18][C@@H:17]([CH3:19])[C@H:16]([CH3:20])[C@H:15]([OH:21])[C:14]=3[C:9]=2[O:8][C:6](=[O:7])[CH:5]=1. The catalyst class is: 2.